Predict the product of the given reaction. From a dataset of Forward reaction prediction with 1.9M reactions from USPTO patents (1976-2016). (1) Given the reactants Cl[C:2]1[N:7]=[N:6][C:5]([N:8]2[CH2:13][CH2:12][CH:11]([NH:14][C:15](=[O:21])[O:16][C:17]([CH3:20])([CH3:19])[CH3:18])[CH2:10][CH2:9]2)=[CH:4][CH:3]=1.C([O-])=O.[NH4+], predict the reaction product. The product is: [N:7]1[CH:2]=[CH:3][CH:4]=[C:5]([N:8]2[CH2:13][CH2:12][CH:11]([NH:14][C:15](=[O:21])[O:16][C:17]([CH3:19])([CH3:18])[CH3:20])[CH2:10][CH2:9]2)[N:6]=1. (2) Given the reactants [CH:1]1([C@H:4]([C:25]2[CH:30]=[CH:29][CH:28]=[CH:27][C:26]=2[CH3:31])[O:5][CH2:6][C@H:7]([OH:24])[CH2:8][NH:9][C:10]([CH3:23])([CH3:22])[CH2:11][C:12]2[CH:21]=[CH:20][C:19]3[C:14](=[CH:15][CH:16]=[CH:17][CH:18]=3)[CH:13]=2)[CH2:3][CH2:2]1.N1C=CC=CC=1.[C:38]1(=[O:44])[O:43][C:41](=[O:42])[CH:40]=[CH:39]1, predict the reaction product. The product is: [CH:1]1([C@H:4]([C:25]2[CH:30]=[CH:29][CH:28]=[CH:27][C:26]=2[CH3:31])[O:5][CH2:6][C@H:7]([O:24][C:38](=[O:44])/[CH:39]=[CH:40]\[C:41]([OH:43])=[O:42])[CH2:8][NH:9][C:10]([CH3:23])([CH3:22])[CH2:11][C:12]2[CH:21]=[CH:20][C:19]3[C:14](=[CH:15][CH:16]=[CH:17][CH:18]=3)[CH:13]=2)[CH2:2][CH2:3]1. (3) The product is: [Br:11][C:10]1[C:5]([C:3]2[N:4]=[C:19]([C:18]3[CH:21]=[C:14]([O:13][CH3:12])[CH:15]=[CH:16][C:17]=3[OH:22])[NH:1][N:2]=2)=[N:6][CH:7]=[CH:8][CH:9]=1. Given the reactants [NH2:1][NH:2][C:3]([C:5]1[C:10]([Br:11])=[CH:9][CH:8]=[CH:7][N:6]=1)=[NH:4].[CH3:12][O:13][C:14]1[CH:15]=[CH:16][C:17]([OH:22])=[C:18]([CH:21]=1)[CH:19]=O, predict the reaction product.